Dataset: Full USPTO retrosynthesis dataset with 1.9M reactions from patents (1976-2016). Task: Predict the reactants needed to synthesize the given product. (1) Given the product [Br:3][C:4]1[CH:9]=[CH:8][CH:7]=[CH:6][C:5]=1[S:10][CH:22]1[CH2:25][CH2:24][CH2:23]1, predict the reactants needed to synthesize it. The reactants are: [H-].[Na+].[Br:3][C:4]1[CH:9]=[CH:8][CH:7]=[CH:6][C:5]=1[SH:10].CC1C=CC(S(O[CH:22]2[CH2:25][CH2:24][CH2:23]2)(=O)=O)=CC=1.O. (2) Given the product [O:12]=[C:11]1[NH:13][C@H:14]([C:15]([OH:17])=[O:16])[CH2:18][O:19]1, predict the reactants needed to synthesize it. The reactants are: [OH-].[Na+].C(O[C:11]([NH:13][C@@H:14]([CH2:18][OH:19])[C:15]([OH:17])=[O:16])=[O:12])C1C=CC=CC=1.Cl. (3) Given the product [C:26]([O:30][C:31]([N:33]1[CH2:38][CH:37]=[C:36]([C:5]2[CH:6]=[CH:7][C:2]([CH3:1])=[CH:3][C:4]=2[CH:16]2[CH2:21][C:20]([CH3:23])([CH3:22])[CH2:19][C:18]([CH3:25])([CH3:24])[CH2:17]2)[CH2:35][CH2:34]1)=[O:32])([CH3:27])([CH3:28])[CH3:29], predict the reactants needed to synthesize it. The reactants are: [CH3:1][C:2]1[CH:7]=[CH:6][C:5](OS(C(F)(F)F)(=O)=O)=[C:4]([CH:16]2[CH2:21][C:20]([CH3:23])([CH3:22])[CH2:19][C:18]([CH3:25])([CH3:24])[CH2:17]2)[CH:3]=1.[C:26]([O:30][C:31]([N:33]1[CH2:38][CH:37]=[C:36](B2OC(C)(C)C(C)(C)O2)[CH2:35][CH2:34]1)=[O:32])([CH3:29])([CH3:28])[CH3:27].COCCOC.C(=O)([O-])[O-].[Na+].[Na+]. (4) The reactants are: [CH3:1][C@@H:2]1[CH2:6][CH2:5][C@@H:4]([CH3:7])[P:3]1[Si](C)(C)C.Cl[C:13]1=[C:14](Cl)[C:15]([O:17][C:18]1=[O:19])=[O:16]. Given the product [CH3:1][C@@H:2]1[CH2:6][CH2:5][C@@H:4]([CH3:7])[P:3]1[C:13]1[C:18]([O:17][C:15](=[O:16])[C:14]=1[P:3]1[C@H:4]([CH3:7])[CH2:5][CH2:6][C@H:2]1[CH3:1])=[O:19], predict the reactants needed to synthesize it. (5) The reactants are: Cl[CH2:2][CH2:3][O:4][C:5]1[C:13]2[C:8](=[N:9][CH:10]=[N:11][C:12]=2[NH:14][C:15]2[CH:20]=[CH:19][C:18]([O:21][C:22]3[CH:23]=[N:24][C:25]([CH3:28])=[CH:26][CH:27]=3)=[C:17]([CH3:29])[CH:16]=2)[NH:7][N:6]=1.[OH:30][CH:31]1[CH2:36][CH2:35][NH:34][CH2:33][CH2:32]1. Given the product [CH3:29][C:17]1[CH:16]=[C:15]([NH:14][C:12]2[N:11]=[CH:10][N:9]=[C:8]3[NH:7][N:6]=[C:5]([O:4][CH2:3][CH2:2][N:34]4[CH2:35][CH2:36][CH:31]([OH:30])[CH2:32][CH2:33]4)[C:13]=23)[CH:20]=[CH:19][C:18]=1[O:21][C:22]1[CH:23]=[N:24][C:25]([CH3:28])=[CH:26][CH:27]=1, predict the reactants needed to synthesize it. (6) Given the product [OH:29][CH:28]1[CH:30]([OH:23])[C@H:12]2[NH:13][C:14](=[O:15])/[C:10](=[CH:9]/[O:8][C@H:4]3[CH:3]=[C:2]([CH3:1])[C:6](=[O:7])[O:5]3)/[C@H:11]2[CH2:27]1, predict the reactants needed to synthesize it. The reactants are: [CH3:1][C:2]1[C:6](=[O:7])[O:5][C@@H:4]([O:8]/[CH:9]=[C:10]2\[C@H:11]3CC=C[C@H:12]3[NH:13][C:14]\2=[O:15])[CH:3]=1.C[N+]1([O-])CC[O:23]CC1.[CH3:27][C:28]([CH3:30])=[O:29].O. (7) Given the product [CH3:1][C:2]1[CH:10]=[C:9]2[C:5]([CH:6]=[C:7]([CH2:20][CH2:21][C:22]([O:24][CH3:25])=[O:23])[NH:8]2)=[CH:4][CH:3]=1, predict the reactants needed to synthesize it. The reactants are: [CH3:1][C:2]1[CH:10]=[C:9]2[C:5]([CH:6]=[C:7]([CH:20]=[CH:21][C:22]([O:24][CH3:25])=[O:23])[N:8]2S(C2C=CC=CN=2)(=O)=O)=[CH:4][CH:3]=1.